From a dataset of Catalyst prediction with 721,799 reactions and 888 catalyst types from USPTO. Predict which catalyst facilitates the given reaction. Reactant: [H-].[Na+].Cl[C:4]1[C:9]([CH2:10][NH:11][CH2:12][CH:13]([C:15]2[CH:20]=[CH:19][CH:18]=[CH:17][CH:16]=2)[OH:14])=[CH:8][CH:7]=[C:6]([Cl:21])[N:5]=1.CO. Product: [Cl:21][C:6]1[CH:7]=[CH:8][C:9]2[CH2:10][NH:11][CH2:12][CH:13]([C:15]3[CH:20]=[CH:19][CH:18]=[CH:17][CH:16]=3)[O:14][C:4]=2[N:5]=1. The catalyst class is: 266.